This data is from Full USPTO retrosynthesis dataset with 1.9M reactions from patents (1976-2016). The task is: Predict the reactants needed to synthesize the given product. (1) Given the product [CH3:1][O:2][C:3]1[CH:17]=[CH:16][C:6]2[C:7]3([CH3:15])[CH2:12][CH2:11][N:10]=[CH:9][CH:8]3[O:14][C:5]=2[CH:4]=1, predict the reactants needed to synthesize it. The reactants are: [CH3:1][O:2][C:3]1[CH:17]=[CH:16][C:6]2[C:7]3([CH3:15])[CH2:12][CH2:11][NH:10][C:9](=O)[CH:8]3[O:14][C:5]=2[CH:4]=1.[AlH4-].[Li+].Cl.[OH-].[Na+]. (2) The reactants are: [NH2:1][CH2:2][C@H:3]([OH:18])[CH2:4][N:5]1[CH2:10][CH2:9][N:8]([C:11]([O:13][C:14]([CH3:17])([CH3:16])[CH3:15])=[O:12])[CH2:7][CH2:6]1.C1(N2[C:33]3[N:32]=[C:31]([NH:34][CH:35]4[CH2:39][C:38]5=[C:40]([C:44]([OH:46])=O)[CH:41]=[CH:42][CH:43]=[C:37]5O4)[N:30]=[CH:29][C:28]=3[N:27]([CH3:47])[C:26](=[O:48])[C@H:25]2[CH2:49][CH3:50])CCCC1.F[B-](F)(F)F.N1(OC(N(C)C)=[N+](C)C)C2[CH:61]=[CH:62][CH:63]=[CH:64][C:59]=2N=N1.C(N(C(C)C)CC)(C)C.[NH3:82].[OH2:83]. Given the product [CH:61]1([N:82]2[C:29]3[N:30]=[C:31]([NH:34][C:35]4[CH:42]=[CH:41][C:40]([C:44]([NH:1][CH2:2][C@H:3]([OH:18])[CH2:4][N:5]5[CH2:10][CH2:9][N:8]([C:11]([O:13][C:14]([CH3:15])([CH3:17])[CH3:16])=[O:12])[CH2:7][CH2:6]5)=[O:46])=[C:38]5[C:39]=4[O:83][CH2:43][CH2:37]5)[N:32]=[CH:33][C:28]=3[N:27]([CH3:47])[C:26](=[O:48])[C@H:25]2[CH2:49][CH3:50])[CH2:62][CH2:63][CH2:64][CH2:59]1, predict the reactants needed to synthesize it.